This data is from Forward reaction prediction with 1.9M reactions from USPTO patents (1976-2016). The task is: Predict the product of the given reaction. (1) Given the reactants Br[CH2:2][C:3]1[CH:27]=[CH:26][C:6]([C:7]([NH:9][C:10]2[S:11][C:12]([N:20]3[CH2:25][CH2:24][O:23][CH2:22][CH2:21]3)=[C:13]([C:15]3[O:16][CH:17]=[CH:18][CH:19]=3)[N:14]=2)=[O:8])=[CH:5][CH:4]=1.[NH:28]1[CH:32]=[CH:31][N:30]=[CH:29]1.O, predict the reaction product. The product is: [O:16]1[CH:17]=[CH:18][CH:19]=[C:15]1[C:13]1[N:14]=[C:10]([NH:9][C:7](=[O:8])[C:6]2[CH:26]=[CH:27][C:3]([CH2:2][N:28]3[CH:32]=[CH:31][N:30]=[CH:29]3)=[CH:4][CH:5]=2)[S:11][C:12]=1[N:20]1[CH2:25][CH2:24][O:23][CH2:22][CH2:21]1. (2) Given the reactants [Cl:1][C:2]1[N:7]=[CH:6][CH:5]=[CH:4][N:3]=1.[Li][C:9]([CH3:12])([CH3:11])[CH3:10].C(O)(=O)C.C(C1C(=O)C(Cl)=C(Cl)C(=O)C=1C#N)#N.[OH-].[Na+], predict the reaction product. The product is: [C:9]([C:4]1[CH:5]=[CH:6][N:7]=[C:2]([Cl:1])[N:3]=1)([CH3:12])([CH3:11])[CH3:10]. (3) Given the reactants C(OC([N:8]1[CH2:13][CH2:12][N:11]([C:14]2[CH:19]=[CH:18][C:17]([C:20](=[O:32])[NH:21][C:22]3[CH:27]=[CH:26][CH:25]=[C:24]([C:28]([CH3:31])([CH3:30])[CH3:29])[CH:23]=3)=[CH:16][CH:15]=2)[CH2:10][CH2:9]1)=O)(C)(C)C.C(C1C=CC(NC(=O)C2C=CC(N3CCNCC3)=NC=2)=CC=1)(C)(C)C, predict the reaction product. The product is: [C:28]([C:24]1[CH:23]=[C:22]([NH:21][C:20](=[O:32])[C:17]2[CH:18]=[CH:19][C:14]([N:11]3[CH2:12][CH2:13][NH:8][CH2:9][CH2:10]3)=[CH:15][CH:16]=2)[CH:27]=[CH:26][CH:25]=1)([CH3:31])([CH3:29])[CH3:30]. (4) Given the reactants [Br:1][C:2]1[CH:10]=[CH:9][C:5]([CH:6]([NH2:8])[CH3:7])=[CH:4][CH:3]=1.C(N(CC)CC)C.[CH2:18]([S:20](Cl)(=[O:22])=[O:21])[CH3:19], predict the reaction product. The product is: [Br:1][C:2]1[CH:10]=[CH:9][C:5]([CH:6]([NH:8][S:20]([CH2:18][CH3:19])(=[O:22])=[O:21])[CH3:7])=[CH:4][CH:3]=1. (5) Given the reactants [CH3:1][N:2]1[C:14]2[C:13](=[O:15])[C:12]3[CH:11]=[C:10]([CH2:16][C:17]4[CH:22]=[CH:21][CH:20]=[CH:19][C:18]=4[N:23]4C(=O)C5C(=CC=CC=5)C4=O)[CH:9]=[CH:8][C:7]=3[NH:6][C:5]=2[CH:4]=[N:3]1.O.NN, predict the reaction product. The product is: [NH2:23][C:18]1[CH:19]=[CH:20][CH:21]=[CH:22][C:17]=1[CH2:16][C:10]1[CH:9]=[CH:8][C:7]2[NH:6][C:5]3[CH:4]=[N:3][N:2]([CH3:1])[C:14]=3[C:13](=[O:15])[C:12]=2[CH:11]=1. (6) Given the reactants [F:1][C:2]1[CH:7]=[CH:6][C:5]([CH:8]([C:10]2[O:11][CH:12]=[CH:13][N:14]=2)[OH:9])=[CH:4][CH:3]=1.[CH3:15][S:16](Cl)(=[O:18])=[O:17], predict the reaction product. The product is: [F:1][C:2]1[CH:3]=[CH:4][C:5]([CH:8]([O:9][S:16]([CH3:15])(=[O:18])=[O:17])[C:10]2[O:11][CH:12]=[CH:13][N:14]=2)=[CH:6][CH:7]=1. (7) Given the reactants [CH3:1][O-:2].[Na+].Cl[C:5]1[CH:14]=[C:13]([Cl:15])[C:12]2[C:7](=[CH:8][C:9]([C:16]3[C:21]([C:22]([F:25])([F:24])[F:23])=[CH:20][CH:19]=[CH:18][N:17]=3)=[CH:10][N:11]=2)[N:6]=1.O, predict the reaction product. The product is: [Cl:15][C:13]1[C:12]2[C:7](=[CH:8][C:9]([C:16]3[C:21]([C:22]([F:25])([F:24])[F:23])=[CH:20][CH:19]=[CH:18][N:17]=3)=[CH:10][N:11]=2)[N:6]=[C:5]([O:2][CH3:1])[CH:14]=1. (8) Given the reactants [CH2:1]([C:4]1([C:15]2[CH:20]=[CH:19][CH:18]=[CH:17][CH:16]=2)[O:9][C:8](=[O:10])[N:7]([C:11]([CH3:14])([CH3:13])[CH3:12])[CH2:6][CH2:5]1)[CH:2]=[CH2:3].B.C1C[O:25]CC1.[OH-].[Na+].OO.Cl, predict the reaction product. The product is: [C:11]([N:7]1[CH2:6][CH2:5][C:4]([CH2:1][CH2:2][CH2:3][OH:25])([C:15]2[CH:16]=[CH:17][CH:18]=[CH:19][CH:20]=2)[O:9][C:8]1=[O:10])([CH3:14])([CH3:13])[CH3:12]. (9) The product is: [FH:61].[FH:61].[OH:1][C:2]([C:51]1[S:52][CH:53]=[CH:54][CH:55]=1)([C:56]1[S:57][CH:58]=[CH:59][CH:60]=1)[C:3]([O:5][C@H:6]1[CH2:11][CH2:10][C@H:9]([N:12]([CH2:14][CH2:15][CH2:16][N:17]2[C:21]3[CH:22]=[CH:23][C:24]([CH2:26][NH:27][CH2:28][C@H:29]([OH:42])[C:30]4[CH:39]=[CH:38][C:37]([OH:40])=[C:36]5[C:31]=4[CH:32]=[CH:33][C:34](=[O:41])[NH:35]5)=[CH:25][C:20]=3[O:19][C:18]2=[O:50])[CH3:13])[CH2:8][CH2:7]1)=[O:4]. Given the reactants [OH:1][C:2]([C:56]1[S:57][CH:58]=[CH:59][CH:60]=1)([C:51]1[S:52][CH:53]=[CH:54][CH:55]=1)[C:3]([O:5][C@H:6]1[CH2:11][CH2:10][C@H:9]([N:12]([CH2:14][CH2:15][CH2:16][N:17]2[C:21]3[CH:22]=[CH:23][C:24]([CH2:26][NH:27][CH2:28][C@H:29]([O:42][Si](C(C)(C)C)(C)C)[C:30]4[CH:39]=[CH:38][C:37]([OH:40])=[C:36]5[C:31]=4[CH:32]=[CH:33][C:34](=[O:41])[NH:35]5)=[CH:25][C:20]=3[O:19][C:18]2=[O:50])[CH3:13])[CH2:8][CH2:7]1)=[O:4].[FH:61].F.F.C(N(CC)CC)C.C(#N)C, predict the reaction product.